Dataset: Full USPTO retrosynthesis dataset with 1.9M reactions from patents (1976-2016). Task: Predict the reactants needed to synthesize the given product. Given the product [I:29][C:3]1[C:2]([O:1][CH3:30])=[CH:15][C:14]2[C@:13]34[CH2:16][CH2:17][N:18]([C:19]([O:21][CH2:22][C:23]5[CH:24]=[CH:25][CH:26]=[CH:27][CH:28]=5)=[O:20])[C@@H:7]([C@@H:8]3[CH2:9][CH2:10][CH2:11][CH2:12]4)[CH2:6][C:5]=2[CH:4]=1, predict the reactants needed to synthesize it. The reactants are: [OH:1][C:2]1[C:3]([I:29])=[CH:4][C:5]2[CH2:6][C@H:7]3[N:18]([C:19]([O:21][CH2:22][C:23]4[CH:28]=[CH:27][CH:26]=[CH:25][CH:24]=4)=[O:20])[CH2:17][CH2:16][C@@:13]4([C:14]=2[CH:15]=1)[C@H:8]3[CH2:9][CH2:10][CH2:11][CH2:12]4.[C:30]([O-])([O-])=O.[K+].[K+].IC.O.